This data is from Full USPTO retrosynthesis dataset with 1.9M reactions from patents (1976-2016). The task is: Predict the reactants needed to synthesize the given product. (1) Given the product [Cl:1][C:2]1[C:3]([CH:9]2[CH2:11][CH:10]2[NH:12][C:20]([C:22]2[C:23]([CH:28]([F:30])[F:29])=[N:24][N:25]([CH3:27])[CH:26]=2)=[O:21])=[N:4][CH:5]=[C:6]([Cl:8])[CH:7]=1, predict the reactants needed to synthesize it. The reactants are: [Cl:1][C:2]1[C:3]([CH:9]2[CH2:11][CH:10]2[N:12]([C:20]([C:22]2[C:23]([CH:28]([F:30])[F:29])=[N:24][N:25]([CH3:27])[CH:26]=2)=[O:21])C(=O)OC(C)(C)C)=[N:4][CH:5]=[C:6]([Cl:8])[CH:7]=1.FC(F)(F)C(O)=O. (2) Given the product [CH2:11]([O:13][C:14]([C:16]1([NH:25][C:8]([CH:2]2[CH2:3][CH:4]3[CH2:7][CH:1]2[CH2:6][CH2:5]3)=[O:10])[CH2:24][C:23]2[C:18](=[CH:19][CH:20]=[CH:21][CH:22]=2)[CH2:17]1)=[O:15])[CH3:12], predict the reactants needed to synthesize it. The reactants are: [CH:1]12[CH2:7][CH:4]([CH2:5][CH2:6]1)[CH2:3][CH:2]2[C:8]([OH:10])=O.[CH2:11]([O:13][C:14]([C:16]1([NH2:25])[CH2:24][C:23]2[C:18](=[CH:19][CH:20]=[CH:21][CH:22]=2)[CH2:17]1)=[O:15])[CH3:12].CN(C(ON1N=NC2C=CC=NC1=2)=[N+](C)C)C.F[P-](F)(F)(F)(F)F.CCN(C(C)C)C(C)C.